Dataset: Forward reaction prediction with 1.9M reactions from USPTO patents (1976-2016). Task: Predict the product of the given reaction. (1) Given the reactants Cl.[NH2:2][CH2:3][C:4](=O)[C:5]([C:8]1[CH:13]=[CH:12][C:11]([O:14][CH3:15])=[C:10]([O:16][CH3:17])[CH:9]=1)([CH3:7])[CH3:6].[F:19][C:20]1[CH:25]=[CH:24][C:23]([N:26]=[C:27]=[S:28])=[CH:22][CH:21]=1.CCN(CC)CC, predict the reaction product. The product is: [CH3:17][O:16][C:10]1[CH:9]=[C:8]([C:5]([C:4]2[N:26]([C:23]3[CH:24]=[CH:25][C:20]([F:19])=[CH:21][CH:22]=3)[C:27](=[S:28])[NH:2][CH:3]=2)([CH3:7])[CH3:6])[CH:13]=[CH:12][C:11]=1[O:14][CH3:15]. (2) The product is: [CH3:12][O:13][C:14](=[O:31])[C:15]1[CH:20]=[C:19]([C:21]([C:23]2[CH:28]=[CH:27][C:26]([Br:29])=[CH:25][N:24]=2)=[O:22])[CH:18]=[CH:17][C:16]=1[F:30]. Given the reactants [Cr](Cl)([O-])(=O)=O.[NH+]1C=CC=CC=1.[CH3:12][O:13][C:14](=[O:31])[C:15]1[CH:20]=[C:19]([CH:21]([C:23]2[CH:28]=[CH:27][C:26]([Br:29])=[CH:25][N:24]=2)[OH:22])[CH:18]=[CH:17][C:16]=1[F:30], predict the reaction product. (3) Given the reactants [Cl:1][C:2]1[CH:3]=[C:4]([C:9]2[S:10][CH:11]=[C:12]([C:15]([CH3:17])=O)[C:13]=2[OH:14])[CH:5]=[CH:6][C:7]=1[Cl:8].[N:18]1([NH:24][C:25]([C:27]2[S:28][C:29]([C:32]([NH:34][NH2:35])=[O:33])=[CH:30][CH:31]=2)=[O:26])[CH2:23][CH2:22][CH2:21][CH2:20][CH2:19]1.O, predict the reaction product. The product is: [N:18]1([NH:24][C:25]([C:27]2[S:28][C:29]([C:32]([NH:34][N:35]=[C:15]([C:12]3[C:13]([OH:14])=[C:9]([C:4]4[CH:5]=[CH:6][C:7]([Cl:8])=[C:2]([Cl:1])[CH:3]=4)[S:10][CH:11]=3)[CH3:17])=[O:33])=[CH:30][CH:31]=2)=[O:26])[CH2:23][CH2:22][CH2:21][CH2:20][CH2:19]1. (4) Given the reactants [Br:1][C:2]1[CH:7]=[CH:6][C:5]([C:8]2([CH2:11]Br)[CH2:10][CH2:9]2)=[CH:4][CH:3]=1.[C-:13]#[N:14].[K+], predict the reaction product. The product is: [Br:1][C:2]1[CH:7]=[CH:6][C:5]([C:8]2([CH2:11][C:13]#[N:14])[CH2:10][CH2:9]2)=[CH:4][CH:3]=1. (5) Given the reactants [Br:1][C:2]1[CH:3]=[CH:4][C:5]([F:18])=[C:6]([C:8]2([CH:15]([F:17])[F:16])[NH:13][C:12](=[O:14])[CH2:11][NH:10][CH2:9]2)[CH:7]=1.[CH3:19][C:20]([O:23][C:24](O[C:24]([O:23][C:20]([CH3:22])([CH3:21])[CH3:19])=[O:25])=[O:25])([CH3:22])[CH3:21].CCN(C(C)C)C(C)C, predict the reaction product. The product is: [C:20]([O:23][C:24]([N:10]1[CH2:11][C:12](=[O:14])[NH:13][C:8]([C:6]2[CH:7]=[C:2]([Br:1])[CH:3]=[CH:4][C:5]=2[F:18])([CH:15]([F:17])[F:16])[CH2:9]1)=[O:25])([CH3:22])([CH3:21])[CH3:19].